Dataset: Forward reaction prediction with 1.9M reactions from USPTO patents (1976-2016). Task: Predict the product of the given reaction. (1) The product is: [Cl:27][C:24]1[CH:23]=[C:22]([Br:28])[C:20]2=[N:21][N:17]([CH2:16][C:13]([NH:12][C:7](=[O:8])[C:6]3[CH:10]=[CH:11][C:3]([C:1]#[N:2])=[CH:4][CH:5]=3)([C:14]#[N:15])[CH3:29])[N:18]=[C:19]2[C:25]=1[Br:26]. Given the reactants [C:1]([C:3]1[CH:11]=[CH:10][C:6]([C:7](Cl)=[O:8])=[CH:5][CH:4]=1)#[N:2].[NH2:12][C:13]([CH3:29])([CH2:16][N:17]1[N:21]=[C:20]2[C:22]([Br:28])=[CH:23][C:24]([Cl:27])=[C:25]([Br:26])[C:19]2=[N:18]1)[C:14]#[N:15], predict the reaction product. (2) Given the reactants [C:1]([O:5][C:6]([N:8]1[CH2:13][CH2:12][CH:11](O)[CH2:10][CH2:9]1)=[O:7])([CH3:4])([CH3:3])[CH3:2].C1(P(C2C=CC=CC=2)C2C=CC=CC=2)C=CC=CC=1.[SH:34][C:35]1[N:39]([CH3:40])[N:38]=[N:37][N:36]=1.N(C(OC(C)C)=O)=NC(OC(C)C)=O, predict the reaction product. The product is: [C:1]([O:5][C:6]([N:8]1[CH2:13][CH2:12][CH:11]([S:34][C:35]2[N:39]([CH3:40])[N:38]=[N:37][N:36]=2)[CH2:10][CH2:9]1)=[O:7])([CH3:4])([CH3:3])[CH3:2]. (3) Given the reactants Cl[C:2]1[C:7]([F:8])=[CH:6][N:5]=[C:4]2[N:9]([Si:12]([CH:19]([CH3:21])[CH3:20])([CH:16]([CH3:18])[CH3:17])[CH:13]([CH3:15])[CH3:14])[CH:10]=[CH:11][C:3]=12.[CH3:22][NH:23][CH:24]1[CH2:29][CH2:28][CH2:27][CH2:26][CH2:25]1.CC(C)([O-])C.[Na+].C1(P(C2CCCCC2)C2C=CC=CC=2C2C(CCC)=CC(CCC)=CC=2CCC)CCCCC1, predict the reaction product. The product is: [CH:24]1([N:23]([CH3:22])[C:2]2[C:3]3[CH:11]=[CH:10][N:9]([Si:12]([CH:19]([CH3:21])[CH3:20])([CH:16]([CH3:18])[CH3:17])[CH:13]([CH3:15])[CH3:14])[C:4]=3[N:5]=[CH:6][C:7]=2[F:8])[CH2:29][CH2:28][CH2:27][CH2:26][CH2:25]1. (4) Given the reactants [C:1]([O:5][C:6]([N:8]1[CH:12]=[C:11]([CH:13]2[CH2:18][CH2:17][CH2:16][CH2:15][CH2:14]2)[C:10]2[S:19][C:20]([C:22]([O:24][CH3:25])=[O:23])=[CH:21][C:9]1=2)=[O:7])([CH3:4])([CH3:3])[CH3:2].C1C(=O)N([Br:33])C(=O)C1, predict the reaction product. The product is: [Br:33][C:12]1[N:8]([C:6]([O:5][C:1]([CH3:4])([CH3:3])[CH3:2])=[O:7])[C:9]2[CH:21]=[C:20]([C:22]([O:24][CH3:25])=[O:23])[S:19][C:10]=2[C:11]=1[CH:13]1[CH2:18][CH2:17][CH2:16][CH2:15][CH2:14]1. (5) Given the reactants [C:1]([N:3]=[C:4](OC1C=CC=CC=1)[NH:5][C@@H:6]1[CH2:12][CH2:11][C@@H:10]([C:13]2[CH:18]=[CH:17][CH:16]=[C:15]([F:19])[C:14]=2[F:20])[CH2:9][N:8]([CH2:21][CH3:22])[C:7]1=[O:23])#[N:2].Cl.Cl.[O:33]=[C:34]1[NH:42][C:37]2=[N:38][CH:39]=[CH:40][CH:41]=[C:36]2[N:35]1[CH:43]1[CH2:48][CH2:47][NH:46][CH2:45][CH2:44]1.C(N(CC)C(C)C)(C)C, predict the reaction product. The product is: [C:1]([N:3]=[C:4]([N:46]1[CH2:45][CH2:44][CH:43]([N:35]2[C:36]3[C:37](=[N:38][CH:39]=[CH:40][CH:41]=3)[NH:42][C:34]2=[O:33])[CH2:48][CH2:47]1)[NH:5][C@@H:6]1[CH2:12][CH2:11][C@@H:10]([C:13]2[CH:18]=[CH:17][CH:16]=[C:15]([F:19])[C:14]=2[F:20])[CH2:9][N:8]([CH2:21][CH3:22])[C:7]1=[O:23])#[N:2]. (6) The product is: [N+:2]([C:5]1[CH:6]=[CH:7][C:8]([CH2:11][CH2:12][NH:13][CH2:27][C:26]2[CH:29]=[CH:30][C:23]([N+:20]([O-:22])=[O:21])=[CH:24][CH:25]=2)=[CH:9][CH:10]=1)([O-:4])=[O:3]. Given the reactants Cl.[N+:2]([C:5]1[CH:10]=[CH:9][C:8]([CH2:11][CH2:12][NH2:13])=[CH:7][CH:6]=1)([O-:4])=[O:3].C(=O)([O-])[O-].[Na+].[Na+].[N+:20]([C:23]1[CH:30]=[CH:29][C:26]([CH2:27]Br)=[CH:25][CH:24]=1)([O-:22])=[O:21].CN(C=O)C.O, predict the reaction product. (7) Given the reactants [OH:1][CH2:2][C:3]1[O:9][C:6]([CH:7]=[O:8])=[CH:5][CH:4]=1.O=C[C@@H]([C@H]([C@H]([C@@H](CO)O)O)O)O, predict the reaction product. The product is: [CH:7]([C:6]1[O:9][C:3]([CH:2]=[O:1])=[CH:4][CH:5]=1)=[O:8]. (8) Given the reactants [Cl:1][C:2]1[CH:3]=[CH:4][CH:5]=[C:6]2[C:10]=1[NH:9][N:8]=[C:7]2[C:11]1[CH:16]=[CH:15][C:14]([O:17][CH3:18])=[CH:13][C:12]=1[CH3:19].[H-].[Na+].[CH2:22](Br)[CH:23]=[CH2:24], predict the reaction product. The product is: [CH2:24]([N:9]1[C:10]2[C:6](=[CH:5][CH:4]=[CH:3][C:2]=2[Cl:1])[C:7]([C:11]2[CH:16]=[CH:15][C:14]([O:17][CH3:18])=[CH:13][C:12]=2[CH3:19])=[N:8]1)[CH:23]=[CH2:22]. (9) Given the reactants [CH3:1][C:2]1([CH3:13])[CH2:11][CH2:10][CH:9]([OH:12])[C:8]2[N:7]=[CH:6][CH:5]=[CH:4][C:3]1=2, predict the reaction product. The product is: [CH3:1][C:2]1([CH3:13])[CH2:11][CH2:10][C:9](=[O:12])[C:8]2[N:7]=[CH:6][CH:5]=[CH:4][C:3]1=2. (10) Given the reactants [CH2:1]([O:8][C:9]1[C:13]([CH:14]=[O:15])=[C:12]([Br:16])[N:11]([CH:17]([CH3:19])[CH3:18])[N:10]=1)[C:2]1[CH:7]=[CH:6][CH:5]=[CH:4][CH:3]=1.[CH3:20][O:21][C:22]1[CH:27]=[CH:26][C:25]([Mg]Br)=[CH:24][CH:23]=1.[Cl-].[NH4+], predict the reaction product. The product is: [CH2:1]([O:8][C:9]1[C:13]([CH:14]([OH:15])[C:25]2[CH:26]=[CH:27][C:22]([O:21][CH3:20])=[CH:23][CH:24]=2)=[C:12]([Br:16])[N:11]([CH:17]([CH3:19])[CH3:18])[N:10]=1)[C:2]1[CH:3]=[CH:4][CH:5]=[CH:6][CH:7]=1.